Dataset: Full USPTO retrosynthesis dataset with 1.9M reactions from patents (1976-2016). Task: Predict the reactants needed to synthesize the given product. (1) Given the product [CH3:1][C:2]1[CH:3]=[C:4]([C:9]2[N:10]=[C:11]([NH:20][C:21](=[O:23])[CH3:22])[S:12][C:13]=2[C:14]2[CH:19]=[CH:18][N:17]=[CH:16][CH:15]=2)[CH:5]=[C:6]([CH3:8])[CH:7]=1, predict the reactants needed to synthesize it. The reactants are: [CH3:1][C:2]1[CH:3]=[C:4]([C:9]2[N:10]=[C:11]([NH2:20])[S:12][C:13]=2[C:14]2[CH:19]=[CH:18][N:17]=[CH:16][CH:15]=2)[CH:5]=[C:6]([CH3:8])[CH:7]=1.[C:21](Cl)(=[O:23])[CH3:22].C(=O)([O-])O.[Na+]. (2) Given the product [O:1]1[C:5]2[CH:6]=[CH:7][C:8]([C:10]3[CH:11]=[C:12]([C:17]([OH:19])=[O:18])[C:13](=[O:16])[N:14]([CH2:26][C:25]4[CH:28]=[CH:29][C:22]([F:21])=[CH:23][CH:24]=4)[N:15]=3)=[CH:9][C:4]=2[CH:3]=[CH:2]1, predict the reactants needed to synthesize it. The reactants are: [O:1]1[C:5]2[CH:6]=[CH:7][C:8]([C:10]3[CH:11]=[C:12]([C:17]([O:19]C)=[O:18])[C:13](=[O:16])[NH:14][N:15]=3)=[CH:9][C:4]=2[CH:3]=[CH:2]1.[F:21][C:22]1[CH:29]=[CH:28][C:25]([CH2:26]Cl)=[CH:24][CH:23]=1. (3) Given the product [F:42][C:43]([F:48])([F:47])[C:44]([OH:46])=[O:45].[NH2:7][CH:8]([CH2:9][C:10]1[CH:15]=[CH:14][CH:13]=[CH:12][CH:11]=1)[C:16]([NH:17][CH:18]([CH2:30][C:31]1[CH:36]=[C:35]([F:37])[C:34]([F:38])=[CH:33][C:32]=1[F:39])[CH2:19][C:20]([N:22]1[CH2:26][CH2:25][CH2:24][CH:23]1[C:27]([NH2:28])=[O:29])=[O:21])=[O:40], predict the reactants needed to synthesize it. The reactants are: C(OC(=O)[NH:7][CH:8]([C:16](=[O:40])[NH:17][CH:18]([CH2:30][C:31]1[CH:36]=[C:35]([F:37])[C:34]([F:38])=[CH:33][C:32]=1[F:39])[CH2:19][C:20]([N:22]1[CH2:26][CH2:25][CH2:24][CH:23]1[C:27](=[O:29])[NH2:28])=[O:21])[CH2:9][C:10]1[CH:15]=[CH:14][CH:13]=[CH:12][CH:11]=1)(C)(C)C.[F:42][C:43]([F:48])([F:47])[C:44]([OH:46])=[O:45]. (4) Given the product [C:2]([CH:3]1[O:10][CH2:9][C:8]([CH3:13])([CH3:11])[CH2:7][O:4]1)([OH:6])=[O:5], predict the reactants needed to synthesize it. The reactants are: O.[C:2]([OH:6])(=[O:5])[CH:3]=[O:4].[CH3:7][C:8]([CH3:13])([CH2:11]O)[CH2:9][OH:10]. (5) Given the product [CH3:1][N:2]([CH3:31])[CH2:3][CH2:4][N:5]1[C:9]2=[CH:10][CH:11]=[C:12]3[C:17]([N:16]=[C:15]([C:18]4[CH:19]=[CH:20][C:21]([NH:22][C:36]([NH:45][CH3:44])=[O:42])=[CH:23][CH:24]=4)[N:14]=[C:13]3[N:25]3[CH2:30][CH2:29][O:28][CH2:27][CH2:26]3)=[C:8]2[CH:7]=[CH:6]1, predict the reactants needed to synthesize it. The reactants are: [CH3:1][N:2]([CH3:31])[CH2:3][CH2:4][N:5]1[C:9]2=[CH:10][CH:11]=[C:12]3[C:17]([N:16]=[C:15]([C:18]4[CH:24]=[CH:23][C:21]([NH2:22])=[CH:20][CH:19]=4)[N:14]=[C:13]3[N:25]3[CH2:30][CH2:29][O:28][CH2:27][CH2:26]3)=[C:8]2[CH:7]=[CH:6]1.ClC(Cl)(O[C:36](=[O:42])OC(Cl)(Cl)Cl)Cl.[CH3:44][NH2:45]. (6) Given the product [CH2:8]([O:15][C:16]1[CH:21]=[C:20]([F:22])[CH:19]=[CH:18][C:17]=1[C:23]1[C:28]([F:29])=[CH:27][N:26]=[C:25]([NH:37][C:36]2[CH:38]=[CH:39][CH:40]=[C:34]([CH2:33][S:32][CH3:31])[CH:35]=2)[N:24]=1)[C:9]1[CH:14]=[CH:13][CH:12]=[CH:11][CH:10]=1, predict the reactants needed to synthesize it. The reactants are: Cl.O1CCOCC1.[CH2:8]([O:15][C:16]1[CH:21]=[C:20]([F:22])[CH:19]=[CH:18][C:17]=1[C:23]1[C:28]([F:29])=[CH:27][N:26]=[C:25](Cl)[N:24]=1)[C:9]1[CH:14]=[CH:13][CH:12]=[CH:11][CH:10]=1.[CH3:31][S:32][CH2:33][C:34]1[CH:35]=[C:36]([CH:38]=[CH:39][CH:40]=1)[NH2:37].